Dataset: Reaction yield outcomes from USPTO patents with 853,638 reactions. Task: Predict the reaction yield, written as a fraction of the theoretical maximum amount of product (1.0 means a 100% yield; for example, 0.34 means a 34% yield). (1) The reactants are Br[C:2]1[C:3]([F:20])=[CH:4][C:5]([F:19])=[C:6]([C@:8]2([CH3:18])[CH2:13][N:12]3[CH:14]=[CH:15][N:16]=[C:11]3[C:10]([NH2:17])=[N:9]2)[CH:7]=1.[Cl:21][C:22]1[CH:23]=[C:24](B(O)O)[CH:25]=[N:26][CH:27]=1.C(=O)([O-])[O-].[K+].[K+]. The catalyst is O1CCOCC1.C(O)C.O.C1C=CC([P]([Pd]([P](C2C=CC=CC=2)(C2C=CC=CC=2)C2C=CC=CC=2)([P](C2C=CC=CC=2)(C2C=CC=CC=2)C2C=CC=CC=2)[P](C2C=CC=CC=2)(C2C=CC=CC=2)C2C=CC=CC=2)(C2C=CC=CC=2)C2C=CC=CC=2)=CC=1. The product is [Cl:21][C:22]1[CH:23]=[C:24]([C:2]2[C:3]([F:20])=[CH:4][C:5]([F:19])=[C:6]([C@:8]3([CH3:18])[CH2:13][N:12]4[CH:14]=[CH:15][N:16]=[C:11]4[C:10]([NH2:17])=[N:9]3)[CH:7]=2)[CH:25]=[N:26][CH:27]=1. The yield is 0.570. (2) The reactants are [NH:1]1[CH2:7][CH2:6][CH2:5][NH:4][CH2:3][CH2:2]1.Cl[C:9]1[CH:14]=[CH:13][C:12]([N+:15]([O-:17])=[O:16])=[CH:11][CH:10]=1. The catalyst is C(O)CCC. The product is [N+:15]([C:12]1[CH:13]=[CH:14][C:9]([N:1]2[CH2:7][CH2:6][CH2:5][NH:4][CH2:3][CH2:2]2)=[CH:10][CH:11]=1)([O-:17])=[O:16]. The yield is 0.420. (3) The reactants are CN(CC(C1(O)CCCCC1)C1C=CC([OH:12])=CC=1)C.CC(C)=O.[C:24]([OH:31])(=[O:30])[CH2:25][CH2:26][C:27]([OH:29])=[O:28]. The catalyst is O. The product is [OH2:12].[C:24]([OH:31])(=[O:30])[CH2:25][CH2:26][C:27]([OH:29])=[O:28]. The yield is 0.787. (4) The reactants are [OH:1][C:2]1[CH:3]=[C:4]([CH2:8][C:9]([OH:11])=[O:10])[CH:5]=[CH:6][CH:7]=1.Br[CH:13]([CH3:15])[CH3:14].[OH-].[K+]. The catalyst is CCO. The product is [CH2:14]([O:1][C:2]1[CH:3]=[C:4]([CH2:8][C:9]([OH:11])=[O:10])[CH:5]=[CH:6][CH:7]=1)[C:13]1[CH:15]=[CH:6][CH:7]=[CH:2][CH:3]=1. The yield is 0.440. (5) The reactants are [Cl:1][C:2]1[CH:3]=[C:4]2[C:8](=[CH:9][CH:10]=1)[NH:7][CH:6]=[C:5]2[CH2:11][CH2:12][NH:13][C:14](=[O:28])[C:15]([NH:17][C@@H:18]([CH2:21][C:22]1[CH:27]=[CH:26][CH:25]=[CH:24][CH:23]=1)[CH2:19][OH:20])=O.CC[N+](S(N=C(OC)[O-])(=O)=O)(CC)CC. The catalyst is C1COCC1. The product is [CH2:21]([C@H:18]1[CH2:19][O:20][C:15]([C:14]([NH:13][CH2:12][CH2:11][C:5]2[C:4]3[C:8](=[CH:9][CH:10]=[C:2]([Cl:1])[CH:3]=3)[NH:7][CH:6]=2)=[O:28])=[N:17]1)[C:22]1[CH:27]=[CH:26][CH:25]=[CH:24][CH:23]=1. The yield is 0.0400. (6) The reactants are [Br:1][C:2]1[CH:3]=[C:4]([CH:7]=[CH:8][CH:9]=1)[CH:5]=O.Cl.[NH2:11][C:12]([CH2:23][CH3:24])([CH2:21][CH3:22])[C:13]([O:15][CH:16]1[CH2:20][CH2:19][CH2:18][CH2:17]1)=[O:14].C(O[BH-](OC(=O)C)OC(=O)C)(=O)C.[Na+]. The catalyst is C(Cl)Cl. The product is [Br:1][C:2]1[CH:3]=[C:4]([CH:7]=[CH:8][CH:9]=1)[CH2:5][NH:11][C:12]([CH2:23][CH3:24])([CH2:21][CH3:22])[C:13]([O:15][CH:16]1[CH2:20][CH2:19][CH2:18][CH2:17]1)=[O:14]. The yield is 0.520. (7) The reactants are [OH:1][CH:2]([C:6]1[CH:7]=[C:8]2[C:31](=[CH:32][CH:33]=1)[C:12]1=[N:13][O:14][C:15]([C:16]3[C:20]([C:21]([F:24])([F:23])[F:22])=[C:19]([C:25]4[CH:30]=[CH:29][CH:28]=[CH:27][CH:26]=4)[O:18][N:17]=3)=[C:11]1[CH2:10][CH2:9]2)[C:3](O)=[O:4].[NH2:34][CH2:35][CH2:36][OH:37].F[P-](F)(F)(F)(F)F.N1(O[P+](N(C)C)(N(C)C)N(C)C)C2C=CC=CC=2N=N1.CN1CCOCC1. The catalyst is CN(C=O)C.CO. The product is [OH:1][CH:2]([C:6]1[CH:7]=[C:8]2[C:31](=[CH:32][CH:33]=1)[C:12]1=[N:13][O:14][C:15]([C:16]3[C:20]([C:21]([F:22])([F:24])[F:23])=[C:19]([C:25]4[CH:30]=[CH:29][CH:28]=[CH:27][CH:26]=4)[O:18][N:17]=3)=[C:11]1[CH2:10][CH2:9]2)[C:3]([NH:34][CH2:35][CH2:36][OH:37])=[O:4]. The yield is 0.515. (8) The reactants are [C:1](Cl)(=O)C.[CH:5]1[C:10]([CH2:11][C@H:12]([NH2:16])[C:13]([OH:15])=[O:14])=[CH:9][C:8]([OH:17])=[C:7]([OH:18])[CH:6]=1. The catalyst is CO. The product is [CH3:1][O:14][C:13]([C@@H:12]([NH2:16])[CH2:11][C:10]1[CH:5]=[CH:6][C:7]([OH:18])=[C:8]([OH:17])[CH:9]=1)=[O:15]. The yield is 1.00. (9) The reactants are [Si]([O:8][CH:9]1[CH2:29][CH2:28][C:12]2([NH:17][C:16]3[CH:18]=[C:19]([C:21]4[CH:22]=[N:23][NH:24][C:25]=4[CH3:26])[S:20][C:15]=3[C:14](=[O:27])[NH:13]2)[CH2:11][CH2:10]1)(C(C)(C)C)(C)C.[F-].C([N+](CCCC)(CCCC)CCCC)CCC. The catalyst is C1COCC1. The product is [OH:8][CH:9]1[CH2:29][CH2:28][C:12]2([NH:17][C:16]3[CH:18]=[C:19]([C:21]4[CH:22]=[N:23][NH:24][C:25]=4[CH3:26])[S:20][C:15]=3[C:14](=[O:27])[NH:13]2)[CH2:11][CH2:10]1. The yield is 0.220.